Dataset: Reaction yield outcomes from USPTO patents with 853,638 reactions. Task: Predict the reaction yield, written as a fraction of the theoretical maximum amount of product (1.0 means a 100% yield; for example, 0.34 means a 34% yield). (1) The reactants are Br[C:2]1[N:7]=[C:6]([C:8]([O:10][CH3:11])=[O:9])[CH:5]=[CH:4][C:3]=1[F:12].[F:13][C:14]1[CH:19]=[CH:18][CH:17]=[C:16]([F:20])[C:15]=1B1OC(C)(C)C(C)(C)O1.CCN(C(C)C)C(C)C. The catalyst is CC(C)([P](C(C)(C)C)([Pd][P](C(C)(C)C)(C(C)(C)C)C(C)(C)C)C(C)(C)C)C. The product is [F:13][C:14]1[CH:19]=[CH:18][CH:17]=[C:16]([F:20])[C:15]=1[C:2]1[N:7]=[C:6]([C:8]([O:10][CH3:11])=[O:9])[CH:5]=[CH:4][C:3]=1[F:12]. The yield is 0.920. (2) The reactants are [F:1][C:2]([F:16])([F:15])[C:3]1[CH:4]=[C:5]([CH:8]=[C:9]([C:11]([F:14])([F:13])[F:12])[CH:10]=1)[CH:6]=O.[NH2:17][CH2:18][C:19]1[C:20]([N:29]([CH2:32][CH:33]2[CH2:37][CH2:36][CH2:35][CH2:34]2)[CH2:30][CH3:31])=[N:21][C:22]2[CH2:23][CH2:24][CH2:25][CH2:26][C:27]=2[CH:28]=1.C(O)(=O)C.C([BH3-])#N.[Na+]. The catalyst is CO. The product is [F:1][C:2]([F:16])([F:15])[C:3]1[CH:4]=[C:5]([CH:8]=[C:9]([C:11]([F:14])([F:13])[F:12])[CH:10]=1)[CH2:6][NH:17][CH2:18][C:19]1[C:20]([N:29]([CH2:32][CH:33]2[CH2:37][CH2:36][CH2:35][CH2:34]2)[CH2:30][CH3:31])=[N:21][C:22]2[CH2:23][CH2:24][CH2:25][CH2:26][C:27]=2[CH:28]=1. The yield is 0.700. (3) The reactants are [CH2:1]([O:8][CH2:9][C@H:10]1[CH2:14][O:13]C(C)(C)[O:11]1)[C:2]1[CH:7]=[CH:6][CH:5]=[CH:4][CH:3]=1.Cl.C(=O)(O)[O-].[Na+]. The catalyst is CO. The product is [CH2:1]([O:8][CH2:9][C@H:10]([OH:11])[CH2:14][OH:13])[C:2]1[CH:7]=[CH:6][CH:5]=[CH:4][CH:3]=1. The yield is 0.940. (4) The reactants are [N+:1]([C:4]1[CH:9]=[C:8]([N+:10]([O-:12])=[O:11])[CH:7]=[CH:6][C:5]=1[CH2:13][CH2:14][OH:15])([O-:3])=[O:2].[F:16][C:17]([F:46])([C:42]([F:45])([F:44])[F:43])[CH2:18][CH2:19][CH2:20][O:21][C:22]1[CH:41]=[CH:40][C:25]([C:26]([O:28][C:29]2[CH:34]=[CH:33][C:32](/[CH:35]=[CH:36]/[C:37](O)=[O:38])=[CH:31][CH:30]=2)=[O:27])=[CH:24][CH:23]=1.Cl.CN(C)CCCN=C=NCC.CCCCCC. The catalyst is CN(C)C1C=CN=CC=1.ClCCl. The product is [F:16][C:17]([F:46])([C:42]([F:43])([F:44])[F:45])[CH2:18][CH2:19][CH2:20][O:21][C:22]1[CH:41]=[CH:40][C:25]([C:26]([O:28][C:29]2[CH:34]=[CH:33][C:32](/[CH:35]=[CH:36]/[C:37]([O:15][CH2:14][CH2:13][C:5]3[CH:6]=[CH:7][C:8]([N+:10]([O-:12])=[O:11])=[CH:9][C:4]=3[N+:1]([O-:3])=[O:2])=[O:38])=[CH:31][CH:30]=2)=[O:27])=[CH:24][CH:23]=1. The yield is 0.710.